This data is from Peptide-MHC class I binding affinity with 185,985 pairs from IEDB/IMGT. The task is: Regression. Given a peptide amino acid sequence and an MHC pseudo amino acid sequence, predict their binding affinity value. This is MHC class I binding data. (1) The peptide sequence is VGIVYVKF. The MHC is Mamu-B52 with pseudo-sequence Mamu-B52. The binding affinity (normalized) is 0.764. (2) The peptide sequence is FFNVEIPEF. The MHC is HLA-B27:05 with pseudo-sequence HLA-B27:05. The binding affinity (normalized) is 0.213. (3) The binding affinity (normalized) is 0.341. The MHC is HLA-A23:01 with pseudo-sequence HLA-A23:01. The peptide sequence is VTNRHEEKF. (4) The peptide sequence is CVGDHQAAM. The MHC is HLA-A02:01 with pseudo-sequence HLA-A02:01. The binding affinity (normalized) is 0.0567. (5) The binding affinity (normalized) is 0.0847. The MHC is HLA-A03:01 with pseudo-sequence HLA-A03:01. The peptide sequence is TPVEHGLVL. (6) The MHC is HLA-A33:01 with pseudo-sequence HLA-A33:01. The peptide sequence is WPISAILWF. The binding affinity (normalized) is 0.0273. (7) The peptide sequence is TRAVGKPLL. The MHC is HLA-A02:01 with pseudo-sequence HLA-A02:01. The binding affinity (normalized) is 0.0847. (8) The peptide sequence is DSMDVLAEK. The MHC is HLA-A31:01 with pseudo-sequence HLA-A31:01. The binding affinity (normalized) is 0.363.